This data is from Full USPTO retrosynthesis dataset with 1.9M reactions from patents (1976-2016). The task is: Predict the reactants needed to synthesize the given product. (1) Given the product [F:16][C:11]1[CH:12]=[CH:13][C:14]2[C:15]3[C:3]([CH2:2][N:22]4[CH2:24][CH2:25][CH2:26][CH2:27]4)=[N:4][N:5]([CH3:21])[C:6]=3[NH:7][C:8](=[O:17])[C:9]=2[CH:10]=1, predict the reactants needed to synthesize it. The reactants are: Br[CH2:2][C:3]1[C:15]2[C:14]3[CH:13]=[CH:12][C:11]([F:16])=[CH:10][C:9]=3[C:8]([O:17]COC)=[N:7][C:6]=2[N:5]([CH3:21])[N:4]=1.[NH:22]1[CH2:27][CH2:26][CH2:25][CH2:24]C1.C(=O)([O-])[O-].[K+].[K+].O. (2) Given the product [F:20][C:15]1[CH:14]=[C:13]([C:4]2[CH:3]=[C:2]([C:25]3[CH:26]=[CH:27][C:22]([F:21])=[CH:23][CH:24]=3)[C:11]3[C:6](=[CH:7][CH:8]=[C:9]([OH:12])[CH:10]=3)[N:5]=2)[CH:18]=[CH:17][C:16]=1[OH:19], predict the reactants needed to synthesize it. The reactants are: Br[C:2]1[C:11]2[C:6](=[CH:7][CH:8]=[C:9]([OH:12])[CH:10]=2)[N:5]=[C:4]([C:13]2[CH:18]=[CH:17][C:16]([OH:19])=[C:15]([F:20])[CH:14]=2)[CH:3]=1.[F:21][C:22]1[CH:27]=[CH:26][C:25](B(O)O)=[CH:24][CH:23]=1. (3) Given the product [Cl:20][C:21](=[CH2:22])[CH2:23][C:9]([CH2:8][C:7]1[CH:6]=[CH:5][C:4]([S:3][C:2]([F:16])([F:1])[F:17])=[CH:15][CH:14]=1)([C:12]#[N:13])[C:10]#[N:11], predict the reactants needed to synthesize it. The reactants are: [F:1][C:2]([F:17])([F:16])[S:3][C:4]1[CH:15]=[CH:14][C:7]([CH2:8][CH:9]([C:12]#[N:13])[C:10]#[N:11])=[CH:6][CH:5]=1.[H-].[Na+].[Cl:20][C:21]([CH2:23]Cl)=[CH2:22]. (4) Given the product [CH3:20][N:11]([C:1]([O:3][CH2:4][C:5]1[CH:10]=[CH:9][CH:8]=[CH:7][CH:6]=1)=[O:2])[C@H:12]([C:17]([OH:19])=[O:18])[CH2:13][CH:14]([CH3:16])[CH3:15], predict the reactants needed to synthesize it. The reactants are: [C:1]([NH:11][C@H:12]([C:17]([OH:19])=[O:18])[CH2:13][CH:14]([CH3:16])[CH3:15])([O:3][CH2:4][C:5]1[CH:10]=[CH:9][CH:8]=[CH:7][CH:6]=1)=[O:2].[CH3:20]I.[H-].[Na+]. (5) Given the product [CH:1]1([O:5][C:6]2[C:11]([C:16]3[CH:21]=[CH:20][C:19]([C:22]4[N:23]=[CH:24][C:25]([NH2:28])=[N:26][CH:27]=4)=[C:18]([F:29])[CH:17]=3)=[CH:10][CH:9]=[CH:8][N:7]=2)[CH2:4][CH2:3][CH2:2]1, predict the reactants needed to synthesize it. The reactants are: [CH:1]1([O:5][C:6]2[C:11](B(O)O)=[CH:10][CH:9]=[CH:8][N:7]=2)[CH2:4][CH2:3][CH2:2]1.Br[C:16]1[CH:21]=[CH:20][C:19]([C:22]2[N:23]=[CH:24][C:25]([NH2:28])=[N:26][CH:27]=2)=[C:18]([F:29])[CH:17]=1.